From a dataset of NCI-60 drug combinations with 297,098 pairs across 59 cell lines. Regression. Given two drug SMILES strings and cell line genomic features, predict the synergy score measuring deviation from expected non-interaction effect. (1) Drug 2: C1=NC2=C(N1)C(=S)N=CN2. Synergy scores: CSS=15.8, Synergy_ZIP=-12.3, Synergy_Bliss=-11.2, Synergy_Loewe=-26.0, Synergy_HSA=-10.4. Cell line: KM12. Drug 1: CC12CCC(CC1=CCC3C2CCC4(C3CC=C4C5=CN=CC=C5)C)O. (2) Cell line: HT29. Drug 1: CC1=C(C(=CC=C1)Cl)NC(=O)C2=CN=C(S2)NC3=CC(=NC(=N3)C)N4CCN(CC4)CCO. Drug 2: CCC1=C2CN3C(=CC4=C(C3=O)COC(=O)C4(CC)O)C2=NC5=C1C=C(C=C5)O. Synergy scores: CSS=63.8, Synergy_ZIP=7.41, Synergy_Bliss=7.09, Synergy_Loewe=10.0, Synergy_HSA=13.0. (3) Drug 1: CC(C)(C1=NC(=CC=C1)N2C3=NC(=NC=C3C(=O)N2CC=C)NC4=CC=C(C=C4)N5CCN(CC5)C)O. Drug 2: C1CCC(C(C1)[NH-])[NH-].C(=O)(C(=O)[O-])[O-].[Pt+4]. Cell line: HCT116. Synergy scores: CSS=62.9, Synergy_ZIP=6.33, Synergy_Bliss=5.00, Synergy_Loewe=-0.786, Synergy_HSA=8.19. (4) Drug 1: C1=CC(=CC=C1CC(C(=O)O)N)N(CCCl)CCCl.Cl. Drug 2: CC12CCC3C(C1CCC2OP(=O)(O)O)CCC4=C3C=CC(=C4)OC(=O)N(CCCl)CCCl.[Na+]. Cell line: MCF7. Synergy scores: CSS=4.79, Synergy_ZIP=-4.39, Synergy_Bliss=-1.48, Synergy_Loewe=-30.0, Synergy_HSA=-8.45. (5) Drug 1: CC12CCC(CC1=CCC3C2CCC4(C3CC=C4C5=CN=CC=C5)C)O. Drug 2: CCCS(=O)(=O)NC1=C(C(=C(C=C1)F)C(=O)C2=CNC3=C2C=C(C=N3)C4=CC=C(C=C4)Cl)F. Cell line: HS 578T. Synergy scores: CSS=-1.99, Synergy_ZIP=11.2, Synergy_Bliss=9.20, Synergy_Loewe=-4.49, Synergy_HSA=-1.06. (6) Drug 1: C1CCN(CC1)CCOC2=CC=C(C=C2)C(=O)C3=C(SC4=C3C=CC(=C4)O)C5=CC=C(C=C5)O. Drug 2: CN(C)C1=NC(=NC(=N1)N(C)C)N(C)C. Cell line: SK-OV-3. Synergy scores: CSS=-5.26, Synergy_ZIP=4.02, Synergy_Bliss=1.73, Synergy_Loewe=-5.90, Synergy_HSA=-4.55.